From a dataset of Full USPTO retrosynthesis dataset with 1.9M reactions from patents (1976-2016). Predict the reactants needed to synthesize the given product. (1) Given the product [Br:40][C:31]1[C:30]([C:33]2[CH:38]=[CH:37][CH:36]=[CH:35][CH:34]=2)=[N:29][N:15]2[C:16]([C:17]3[C:18]([CH3:28])=[C:19]4[C:24](=[C:25]([F:27])[CH:26]=3)[O:23][CH2:22][CH2:21][CH2:20]4)=[C:11]([CH:6]([O:5][C:1]([CH3:4])([CH3:3])[CH3:2])[C:7]([O:9][CH3:10])=[O:8])[C:12]([CH3:39])=[N:13][C:14]=12, predict the reactants needed to synthesize it. The reactants are: [C:1]([O:5][CH:6]([C:11]1[C:12]([CH3:39])=[N:13][C:14]2[N:15]([N:29]=[C:30]([C:33]3[CH:38]=[CH:37][CH:36]=[CH:35][CH:34]=3)[C:31]=2C)[C:16]=1[C:17]1[C:18]([CH3:28])=[C:19]2[C:24](=[C:25]([F:27])[CH:26]=1)[O:23][CH2:22][CH2:21][CH2:20]2)[C:7]([O:9][CH3:10])=[O:8])([CH3:4])([CH3:3])[CH3:2].[Br:40]N1C(=O)CCC1=O. (2) The reactants are: C1COCC1.[N:6]1[C:15]2[C:10](=[C:11](OS(C(F)(F)F)(=O)=O)[CH:12]=[CH:13][CH:14]=2)[N:9]=[CH:8][CH:7]=1.[N:24]1[CH:29]=[CH:28][CH:27]=[CH:26][C:25]=1[C:30]1[C:31](B(O)O)=[C:32]2[CH2:37][CH2:36][CH2:35][N:33]2[N:34]=1.C(=O)([O-])[O-].[K+].[K+]. Given the product [N:24]1[CH:29]=[CH:28][CH:27]=[CH:26][C:25]=1[C:30]1[C:31]([C:11]2[CH:12]=[CH:13][CH:14]=[C:15]3[C:10]=2[N:9]=[CH:8][CH:7]=[N:6]3)=[C:32]2[CH2:37][CH2:36][CH2:35][N:33]2[N:34]=1, predict the reactants needed to synthesize it. (3) Given the product [Br:27][C:8]1[CH:7]=[C:6]([C:9]2[CH:14]=[CH:13][C:12]([C:15]([O:17][CH3:18])=[O:16])=[CH:11][C:10]=2[CH3:19])[CH:5]=[CH:4][C:3]=1[O:2][CH3:1], predict the reactants needed to synthesize it. The reactants are: [CH3:1][O:2][C:3]1[CH:8]=[CH:7][C:6]([C:9]2[CH:14]=[CH:13][C:12]([C:15]([O:17][CH3:18])=[O:16])=[CH:11][C:10]=2[CH3:19])=[CH:5][CH:4]=1.OOS([O-])=O.[K+].[K+].[Br-:27].